Predict the reactants needed to synthesize the given product. From a dataset of Full USPTO retrosynthesis dataset with 1.9M reactions from patents (1976-2016). (1) Given the product [NH2:9][C:3]1[N:4]=[CH:5][N:6]=[C:7]([NH:10][CH2:11][CH:12]2[CH2:17][CH2:16][NH:15][C:14](=[O:18])[CH2:13]2)[C:2]=1[C:29]1[CH:30]=[CH:31][C:26]([O:19][C:20]2[CH:25]=[CH:24][CH:23]=[CH:22][CH:21]=2)=[CH:27][CH:28]=1, predict the reactants needed to synthesize it. The reactants are: Cl[C:2]1[C:3]([NH2:9])=[N:4][CH:5]=[N:6][C:7]=1Cl.[NH2:10][CH2:11][CH:12]1[CH2:17][CH2:16][NH:15][C:14](=[O:18])[CH2:13]1.[O:19]([C:26]1[CH:31]=[CH:30][C:29](B(O)O)=[CH:28][CH:27]=1)[C:20]1[CH:25]=[CH:24][CH:23]=[CH:22][CH:21]=1. (2) The reactants are: [CH2:1]([C:3]([CH2:8][OH:9])([CH2:6][OH:7])[CH2:4][CH3:5])[OH:2].[OH-].[Na+]. Given the product [CH2:8]1[O:9][CH2:3]1.[CH2:1]([C:3]([CH2:8][OH:9])([CH2:6][OH:7])[CH2:4][CH3:5])[OH:2], predict the reactants needed to synthesize it. (3) The reactants are: [C:1]1([C:7]2([OH:15])[CH2:14][CH:10]3[CH2:11][NH:12][CH2:13][CH:9]3[CH2:8]2)[CH:6]=[CH:5][CH:4]=[CH:3][CH:2]=1.C(=O)([O-])[O-].[K+].[K+].Cl[CH2:23][CH2:24][C:25]([C:27]1[CH:32]=[CH:31][C:30]([OH:33])=[CH:29][CH:28]=1)=[O:26]. Given the product [OH:15][C:7]1([C:1]2[CH:2]=[CH:3][CH:4]=[CH:5][CH:6]=2)[CH2:14][CH:10]2[CH2:11][N:12]([CH2:23][CH2:24][C:25]([C:27]3[CH:28]=[CH:29][C:30]([OH:33])=[CH:31][CH:32]=3)=[O:26])[CH2:13][CH:9]2[CH2:8]1, predict the reactants needed to synthesize it.